Dataset: Catalyst prediction with 721,799 reactions and 888 catalyst types from USPTO. Task: Predict which catalyst facilitates the given reaction. (1) Reactant: [O:1]=[CH:2][C@@H:3]([C@H:5]([C@@H:7]([C@@H:9]([CH2:11]O)[OH:10])[OH:8])[OH:6])[OH:4].C[NH:14]CC1C=CC=CC=1.C(O)(=O)C.CC(C)=O. Product: [CH2:2]1[O:1][C@:9]([OH:10])([CH2:11][NH2:14])[C@@H:7]([OH:8])[C@H:5]([OH:6])[C@@H:3]1[OH:4]. The catalyst class is: 8. (2) Reactant: C([Li])CCC.[S:6]1[CH:10]=[CH:9][N:8]=[CH:7]1.COCN[C:15]([C@H:17]1[CH2:22][CH2:21][CH2:20][N:19]([C:23]([O:25][C:26]([CH3:29])([CH3:28])[CH3:27])=[O:24])[CH2:18]1)=[O:16].[Cl-].[Na+]. Product: [S:6]1[CH:10]=[CH:9][N:8]=[C:7]1[C:15]([C@H:17]1[CH2:22][CH2:21][CH2:20][N:19]([C:23]([O:25][C:26]([CH3:29])([CH3:28])[CH3:27])=[O:24])[CH2:18]1)=[O:16]. The catalyst class is: 30. (3) Reactant: CCN=C=N[CH2:6][CH2:7][CH2:8]N(C)C.C1C=CC2N(O)N=NC=2C=1.[Br:22][C:23]1[CH:28]=[CH:27][C:26]([NH:29][C:30]2[C:35]([C:36](O)=[O:37])=[CH:34][N:33]3[C:39]([CH2:42][NH:43][CH2:44]C(OC(C)(C)C)=O)=[CH:40][N:41]=[C:32]3[C:31]=2[Cl:52])=[C:25]([Cl:53])[CH:24]=1.[CH:54]1([CH2:57][O:58][NH2:59])[CH2:56][CH2:55]1.[CH2:60](N(CC)CC)C.[C:67]([O:70]CC)(=[O:69])C. Product: [C:7]([O:70][C:67](=[O:69])[N:43]([CH2:42][C:39]1[N:33]2[CH:34]=[C:35]([C:36](=[O:37])[NH:59][O:58][CH2:57][CH:54]3[CH2:56][CH2:55]3)[C:30]([NH:29][C:26]3[CH:27]=[CH:28][C:23]([Br:22])=[CH:24][C:25]=3[Cl:53])=[C:31]([Cl:52])[C:32]2=[N:41][CH:40]=1)[CH3:44])([CH3:8])([CH3:60])[CH3:6]. The catalyst class is: 44.